From a dataset of Full USPTO retrosynthesis dataset with 1.9M reactions from patents (1976-2016). Predict the reactants needed to synthesize the given product. The reactants are: [Cl:1][C:2]1[C:3](F)=[C:4]([F:19])[CH:5]=[C:6]2[C:11]=1[N:10]([CH:12]1[CH2:14][CH2:13]1)[CH:9]=[C:8]([C:15]([OH:17])=[O:16])[C:7]2=[O:18].[CH:21]1([NH:24][CH2:25][C@@H:26]2[C@H:30]([F:31])[CH2:29][NH:28][CH2:27]2)[CH2:23][CH2:22]1. Given the product [Cl:1][C:2]1[C:3]([N:28]2[CH2:29][C@@H:30]([F:31])[C@@H:26]([CH2:25][NH:24][CH:21]3[CH2:22][CH2:23]3)[CH2:27]2)=[C:4]([F:19])[CH:5]=[C:6]2[C:11]=1[N:10]([CH:12]1[CH2:14][CH2:13]1)[CH:9]=[C:8]([C:15]([OH:17])=[O:16])[C:7]2=[O:18], predict the reactants needed to synthesize it.